This data is from Drug-target binding data from BindingDB using Ki measurements. The task is: Regression. Given a target protein amino acid sequence and a drug SMILES string, predict the binding affinity score between them. We predict pKi (pKi = -log10(Ki in M); higher means stronger inhibition). Dataset: bindingdb_ki. (1) The compound is Cn1c(=O)c2[nH]cnc2n(C)c1=O. The target protein (P46616) has sequence MSSSVYITVELVIAVLAILGNVLVCWAVWINSNLQNVTNYFVVSLAAADIAVGVLAIPFAITISTGFCAACHGCLFFACFVLVLTQSSIFSLLTITIDRYIAIRIPLRYNGLVTCTRAKGIIAICWVLSFAIGLTPMLGWNNCSQPKGDKNHSESCDEGQVTCLFEDVVPMNYMVYYNFFAFVLVPLLLMLGIYLRIFLAARRQLKQMESQPLPGERTRSTLQKEVHPAKSLAIIVGLFALCCLPLNIINCFTFFCPECDHAPPWLMYLTIILSHGNSVVNPLIYAYRIREFRQTFRKIIRSHILRRRELFKAGGTSARASAAHSPEGEQVSLRLNGHPPGVWANGSALRPEQRPNGYVLGLVSGRSAQRSHGDASLSDVELLSHEHKGTCPESPSLEDPPAHGGAGVS. The pKi is 4.8. (2) The drug is O=P([O-])([O-])OC1CCC(OP(=O)([O-])[O-])[C@H](OP(=O)([O-])[O-])[C@@H]1O. The target protein (Q14642) has sequence MAGKAAAPGTAVLLVTANVGSLFDDPENLQKNWLREFYQVVHTHKPHFMALHCQEFGGKNYEASMSHVDKFVKELLSSDAMKEYNRARVYLDENYKSQEHFTALGSFYFLHESLKNIYQFDFKAKKYRKVAGKEIYSDTLESTPMLEKEKFPQDYFPECKWSRKGFIRTRWCIADCAFDLVNIHLFHDASNLVAWETSPSVYSGIRHKALGYVLDRIIDQRFEKVSYFVFGDFNFRLDSKSVVETLCTKATMQTVRAADTNEVVKLIFRESDNDRKVMLQLEKKLFDYFNQEVFRDNNGTALLEFDKELSVFKDRLYELDISFPPSYPYSEDARQGEQYMNTRCPAWCDRILMSPSAKELVLRSESEEKVVTYDHIGPNVCMGDHKPVFLAFRIMPGAGKPHAHVHKCCVVQ. The pKi is 4.8.